The task is: Predict the reaction yield, written as a fraction of the theoretical maximum amount of product (1.0 means a 100% yield; for example, 0.34 means a 34% yield).. This data is from Reaction yield outcomes from USPTO patents with 853,638 reactions. (1) The reactants are [NH2:1][C:2]1[CH:17]=[CH:16][CH:15]=[CH:14][C:3]=1[CH2:4][N:5]1[CH2:10][C:9]([CH3:12])([CH3:11])[CH2:8][O:7][C:6]1=[S:13].C(N(CC)CC)C.[F:25][C:26]([F:39])([F:38])[S:27](O[S:27]([C:26]([F:39])([F:38])[F:25])(=[O:29])=[O:28])(=[O:29])=[O:28].Cl. The catalyst is C(Cl)(Cl)Cl. The product is [CH3:11][C:9]1([CH3:12])[CH2:8][O:7][C:6](=[S:13])[N:5]([CH2:4][C:3]2[CH:14]=[CH:15][CH:16]=[CH:17][C:2]=2[NH:1][S:27]([C:26]([F:39])([F:38])[F:25])(=[O:29])=[O:28])[CH2:10]1. The yield is 0.690. (2) The reactants are [Br:1][C:2]1[CH:7]=[CH:6][C:5]([C@@H:8]([NH:10][CH2:11][CH2:12][C:13]2([OH:23])[CH2:22][CH2:21][C:16]3([O:20]CCO3)[CH2:15][CH2:14]2)[CH3:9])=[CH:4][CH:3]=1.Cl[C:25](Cl)([O:27]C(=O)OC(Cl)(Cl)Cl)Cl. No catalyst specified. The product is [Br:1][C:2]1[CH:3]=[CH:4][C:5]([C@@H:8]([N:10]2[CH2:11][CH2:12][C:13]3([CH2:14][CH2:15][C:16](=[O:20])[CH2:21][CH2:22]3)[O:23][C:25]2=[O:27])[CH3:9])=[CH:6][CH:7]=1. The yield is 0.0600. (3) The reactants are [C:1]([C:5]1[CH:6]=[C:7]([OH:13])[CH:8]=[CH:9][C:10]=1[O:11][CH3:12])([CH3:4])([CH3:3])[CH3:2].N1C=CC=CC=1.[C:20](Cl)(=[O:22])[CH3:21]. The catalyst is ClCCl.C1(C)C=CC=CC=1. The product is [C:1]([C:5]1[C:10]([O:11][CH3:12])=[CH:9][C:8]([C:20](=[O:22])[CH3:21])=[C:7]([OH:13])[CH:6]=1)([CH3:4])([CH3:2])[CH3:3]. The yield is 0.0500. (4) The reactants are [N+:1]([C:4]1[CH:13]=[C:12]2[C:7]([CH2:8][CH2:9][CH2:10][CH:11]2[OH:14])=[CH:6][CH:5]=1)([O-])=O. The catalyst is CO. The product is [NH2:1][C:4]1[CH:13]=[C:12]2[C:7]([CH2:8][CH2:9][CH2:10][CH:11]2[OH:14])=[CH:6][CH:5]=1. The yield is 0.950. (5) The reactants are [OH-].[Na+].[CH2:3]([N:5]([CH3:27])[CH:6]1[CH2:11][CH2:10][N:9]([C:12](=[O:26])[CH2:13][CH2:14][C:15]2[N:16]([CH2:20][C:21]([O:23]CC)=[O:22])[CH:17]=[CH:18][N:19]=2)[CH2:8][CH2:7]1)[CH3:4].Cl. The catalyst is C(O)C. The product is [CH2:3]([N:5]([CH3:27])[CH:6]1[CH2:7][CH2:8][N:9]([C:12](=[O:26])[CH2:13][CH2:14][C:15]2[N:16]([CH2:20][C:21]([OH:23])=[O:22])[CH:17]=[CH:18][N:19]=2)[CH2:10][CH2:11]1)[CH3:4]. The yield is 0.970. (6) The reactants are C(OC(=O)[NH:7][CH2:8][C:9]([C:11]1[S:15][C:14]2[CH:16]=[CH:17][CH:18]=[CH:19][C:13]=2[CH:12]=1)=[O:10])(C)(C)C.CCOC(C)=O.[ClH:27]. The catalyst is O1CCOCC1. The product is [ClH:27].[NH2:7][CH2:8][C:9]([C:11]1[S:15][C:14]2[CH:16]=[CH:17][CH:18]=[CH:19][C:13]=2[CH:12]=1)=[O:10]. The yield is 0.947. (7) The yield is 0.190. The product is [CH:1]1([C:4]([N:6]2[CH2:11][CH2:10][N:9]([C:12]([C:14]3[CH:19]=[CH:18][C:17]([CH:20]4[NH:21][C:22]5[C:27]6[C:28](=[N:42][NH:43][C:37](=[O:39])[C:26]=6[CH:25]=[CH:24][CH:23]=5)[CH:29]4[C:30]4[CH:35]=[CH:34][CH:33]=[CH:32][CH:31]=4)=[CH:16][CH:15]=3)=[O:13])[CH2:8][CH2:7]2)=[O:5])[CH2:3][CH2:2]1. No catalyst specified. The reactants are [CH:1]1([C:4]([N:6]2[CH2:11][CH2:10][N:9]([C:12]([C:14]3[CH:19]=[CH:18][C:17]([CH:20]4[CH:29]([C:30]5[CH:35]=[CH:34][CH:33]=[CH:32][CH:31]=5)[C:28](=O)[C:27]5[C:26]([C:37]([O:39]C)=O)=[CH:25][CH:24]=[CH:23][C:22]=5[NH:21]4)=[CH:16][CH:15]=3)=[O:13])[CH2:8][CH2:7]2)=[O:5])[CH2:3][CH2:2]1.O.[NH2:42][NH2:43].